Dataset: Peptide-MHC class II binding affinity with 134,281 pairs from IEDB. Task: Regression. Given a peptide amino acid sequence and an MHC pseudo amino acid sequence, predict their binding affinity value. This is MHC class II binding data. (1) The peptide sequence is FLFQRAVAREAIIAL. The MHC is HLA-DPA10201-DPB10501 with pseudo-sequence HLA-DPA10201-DPB10501. The binding affinity (normalized) is 0.445. (2) The peptide sequence is PICPGYRWMCLRRFIIFL. The MHC is HLA-DPA10201-DPB10501 with pseudo-sequence HLA-DPA10201-DPB10501. The binding affinity (normalized) is 0.465. (3) The peptide sequence is RLKGVTCRPLKHKVE. The MHC is DRB5_0101 with pseudo-sequence DRB5_0101. The binding affinity (normalized) is 0.573. (4) The peptide sequence is FAGAWCVPKVTFTVE. The MHC is HLA-DQA10101-DQB10501 with pseudo-sequence HLA-DQA10101-DQB10501. The binding affinity (normalized) is 0.203. (5) The peptide sequence is AAAEAGTTVYGAFAA. The MHC is HLA-DQA10401-DQB10402 with pseudo-sequence HLA-DQA10401-DQB10402. The binding affinity (normalized) is 0.546. (6) The peptide sequence is DSGKVIPEWCCRSCT. The MHC is HLA-DQA10201-DQB10303 with pseudo-sequence HLA-DQA10201-DQB10303. The binding affinity (normalized) is 0.422. (7) The peptide sequence is DLVAYGGSWKLEGRW. The MHC is HLA-DQA10201-DQB10402 with pseudo-sequence HLA-DQA10201-DQB10402. The binding affinity (normalized) is 0.517. (8) The peptide sequence is LAKYKANWIEIMRIK. The MHC is HLA-DQA10401-DQB10402 with pseudo-sequence HLA-DQA10401-DQB10402. The binding affinity (normalized) is 0.248.